From a dataset of Reaction yield outcomes from USPTO patents with 853,638 reactions. Predict the reaction yield, written as a fraction of the theoretical maximum amount of product (1.0 means a 100% yield; for example, 0.34 means a 34% yield). (1) The reactants are N(C(OC(C)C)=O)=NC(OC(C)C)=O.[OH:15][C:16]1[CH:21]=[CH:20][C:19]([CH2:22][CH:23]([C:29]2[O:30][CH:31]=[CH:32][N:33]=2)[CH2:24][C:25]([O:27]C)=[O:26])=[CH:18][CH:17]=1.[CH3:34][NH:35][C:36]1[N:41]=[C:40]([CH:42](O)[CH3:43])[CH:39]=[CH:38][CH:37]=1.C1(P(C2C=CC=CC=2)C2C=CC=CC=2)C=CC=CC=1. The catalyst is C1COCC1. The product is [CH3:34][NH:35][C:36]1[N:41]=[C:40]([CH2:42][CH2:43][O:15][C:16]2[CH:21]=[CH:20][C:19]([CH2:22][CH:23]([C:29]3[O:30][CH:31]=[CH:32][N:33]=3)[CH2:24][C:25]([OH:27])=[O:26])=[CH:18][CH:17]=2)[CH:39]=[CH:38][CH:37]=1. The yield is 0.680. (2) The reactants are [N:1]1[C:10]2[C:9](=O)[CH2:8][CH2:7][CH2:6][C:5]=2[CH:4]=[CH:3][CH:2]=1.[CH3:12][NH2:13].C(O)(=O)C.C(O[BH-](OC(=O)C)OC(=O)C)(=O)C.[Na+]. The catalyst is ClC(Cl)C. The product is [CH3:12][NH:13][CH:9]1[C:10]2[N:1]=[CH:2][CH:3]=[CH:4][C:5]=2[CH2:6][CH2:7][CH2:8]1. The yield is 0.850. (3) The reactants are Br[C:2]1[CH:10]=[C:9]2[C:5]([CH2:6][CH2:7][N:8]2[C:11]([O:13][C:14]([CH3:17])([CH3:16])[CH3:15])=[O:12])=[CH:4][CH:3]=1.[N:18]1[CH:23]=[CH:22][C:21](B(O)O)=[CH:20][CH:19]=1.C(=O)([O-])[O-].[Na+].[Na+]. The catalyst is [Pd].C1(P(C2C=CC=CC=2)C2C=CC=CC=2)C=CC=CC=1.C1(P(C2C=CC=CC=2)C2C=CC=CC=2)C=CC=CC=1.C1(P(C2C=CC=CC=2)C2C=CC=CC=2)C=CC=CC=1.C1(P(C2C=CC=CC=2)C2C=CC=CC=2)C=CC=CC=1.CN(C=O)C. The product is [N:18]1[CH:23]=[CH:22][C:21]([C:2]2[CH:10]=[C:9]3[C:5]([CH2:6][CH2:7][N:8]3[C:11]([O:13][C:14]([CH3:17])([CH3:16])[CH3:15])=[O:12])=[CH:4][CH:3]=2)=[CH:20][CH:19]=1. The yield is 0.410. (4) The reactants are CC(OC(/N=N/C(OC(C)C)=O)=O)C.[C:15]([O:18][C:19]1[CH:20]=[C:21]([C:25]2[CH:30]=[C:29]([C:31](=[O:46])[NH:32][C:33]3[CH:38]=[CH:37][C:36]([C:39]4[CH:44]=[CH:43][C:42](O)=[CH:41][CH:40]=4)=[CH:35][N:34]=3)[CH:28]=[CH:27][C:26]=2[O:47][CH3:48])[CH:22]=[CH:23][CH:24]=1)(=O)C.[CH3:49][N:50]1[CH2:55][CH2:54][CH:53]([OH:56])[CH2:52][CH2:51]1.C1(P(C2C=CC=CC=2)C2C=CC=CC=2)C=CC=CC=1. The catalyst is C1COCC1. The product is [CH3:15][O:18][C:19]1[CH:20]=[C:21]([C:25]2[C:26]([O:47][CH3:48])=[CH:27][CH:28]=[C:29]([C:31]([NH:32][C:33]3[CH:38]=[CH:37][C:36]([C:39]4[CH:44]=[CH:43][C:42]([O:56][CH:53]5[CH2:54][CH2:55][N:50]([CH3:49])[CH2:51][CH2:52]5)=[CH:41][CH:40]=4)=[CH:35][N:34]=3)=[O:46])[CH:30]=2)[CH:22]=[CH:23][CH:24]=1. The yield is 0.650. (5) The reactants are [OH:1][C:2]1[CH:9]=[CH:8][C:7]([O:10][CH3:11])=[CH:6][C:3]=1[CH:4]=[O:5].C([O-])([O-])=O.[K+].[K+].[CH2:18]([O:20][CH:21]([O:24][CH2:25][CH3:26])[CH2:22]Br)[CH3:19]. The catalyst is CN(C=O)C. The product is [CH2:18]([O:20][CH:21]([O:24][CH2:25][CH3:26])[CH2:22][O:1][C:2]1[CH:9]=[CH:8][C:7]([O:10][CH3:11])=[CH:6][C:3]=1[CH:4]=[O:5])[CH3:19]. The yield is 0.310. (6) The reactants are Cl.[Cl:2][C:3]1[CH:8]=[CH:7][CH:6]=[C:5]([F:9])[C:4]=1[C:10]1[N:14]=[C:13]([C:15]2[C:19]([CH3:20])=[C:18]([C:21]3[CH:26]=[CH:25][C:24]([O:27]C4CCCCO4)=[CH:23][CH:22]=3)[S:17][CH:16]=2)[N:12]([CH3:34])[N:11]=1.O. The catalyst is O1CCCC1. The product is [Cl:2][C:3]1[CH:8]=[CH:7][CH:6]=[C:5]([F:9])[C:4]=1[C:10]1[N:14]=[C:13]([C:15]2[C:19]([CH3:20])=[C:18]([C:21]3[CH:26]=[CH:25][C:24]([OH:27])=[CH:23][CH:22]=3)[S:17][CH:16]=2)[N:12]([CH3:34])[N:11]=1. The yield is 0.960.